From a dataset of Full USPTO retrosynthesis dataset with 1.9M reactions from patents (1976-2016). Predict the reactants needed to synthesize the given product. (1) Given the product [C:1]([C:5]1[CH:23]=[C:8]2[N:9]=[C:10]([CH3:22])[C:11]([CH2:14][C:15]([O:17][CH3:18])=[O:16])=[C:12]([C:27]3[CH:28]=[CH:29][C:30]([CH3:32])=[CH:31][C:26]=3[O:25][CH3:24])[N:7]2[N:6]=1)([CH3:3])([CH3:4])[CH3:2], predict the reactants needed to synthesize it. The reactants are: [C:1]([C:5]1[CH:23]=[C:8]2[N:9]=[C:10]([CH3:22])[C:11]([CH:14](CCC)[C:15]([O:17][CH3:18])=[O:16])=[C:12](Cl)[N:7]2[N:6]=1)([CH3:4])([CH3:3])[CH3:2].[CH3:24][O:25][C:26]1[CH:31]=[C:30]([CH3:32])[CH:29]=[CH:28][C:27]=1B(O)O.C(N(C(C)C)CC)(C)C.C(OCC)(=O)C. (2) Given the product [Na:4].[CH2:14]([CH:15]=[C:6]1[CH:5]=[CH:9][CH:8]=[CH:7]1)[CH2:13][CH:12]=[CH2:11], predict the reactants needed to synthesize it. The reactants are: C(O)C.[Na:4].[CH:5]1[CH2:9][CH:8]=[CH:7][CH:6]=1.O.[CH3:11][CH2:12][CH2:13][CH2:14][CH3:15]. (3) Given the product [NH2:1]/[C:2](=[N:14]\[OH:15])/[C:3]1[CH:4]=[C:5]([CH:6]=[CH:11][CH:12]=1)[CH2:21][N:22]([CH2:30][CH2:31][OH:32])[C:23](=[O:29])[O:24][C:25]([CH3:28])([CH3:26])[CH3:27], predict the reactants needed to synthesize it. The reactants are: [NH2:1][C:2](=[N:14][OH:15])[C:3]1[CH:12]=[CH:11][C:6](C(OC)=O)=[C:5](F)[CH:4]=1.C(C1C=C(C=CC=1)[CH2:21][N:22]([CH2:30][CH2:31][OH:32])[C:23](=[O:29])[O:24][C:25]([CH3:28])([CH3:27])[CH3:26])#N. (4) Given the product [Br:7][C:8]1[CH:9]=[CH:10][C:11]([S:6][CH:3]2[CH2:5][CH2:4]2)=[N:12][CH:13]=1, predict the reactants needed to synthesize it. The reactants are: [H-].[Na+].[CH:3]1([SH:6])[CH2:5][CH2:4]1.[Br:7][C:8]1[CH:9]=[CH:10][C:11](F)=[N:12][CH:13]=1. (5) Given the product [CH2:18]([O:20][C:21]([CH:22]1[C:14]([OH:15])([CH3:16])[CH2:12][CH2:13][N:23]1[S:24]([C:27]1[CH:28]=[CH:29][C:30]([CH3:33])=[CH:31][CH:32]=1)(=[O:25])=[O:26])=[O:34])[CH3:19], predict the reactants needed to synthesize it. The reactants are: N12CCCN=C1CCCCC2.[CH:12]([C:14]([CH2:16]C)=[O:15])=[CH2:13].[CH2:18]([O:20][C:21](=[O:34])[CH2:22][NH:23][S:24]([C:27]1[CH:32]=[CH:31][C:30]([CH3:33])=[CH:29][CH:28]=1)(=[O:26])=[O:25])[CH3:19]. (6) Given the product [Cl:19][CH2:15][C:11]1[CH:10]=[C:9]([CH:14]=[CH:13][CH:12]=1)[O:8][C:5]1[CH:4]=[CH:3][C:2]([CH3:1])=[CH:7][N:6]=1, predict the reactants needed to synthesize it. The reactants are: [CH3:1][C:2]1[CH:3]=[CH:4][C:5]([O:8][C:9]2[CH:10]=[C:11]([CH2:15]O)[CH:12]=[CH:13][CH:14]=2)=[N:6][CH:7]=1.S(Cl)([Cl:19])=O.C(=O)(O)[O-].[Na+]. (7) Given the product [Si:1]([O:8][CH2:9][C:10]1[CH:11]=[CH:12][C:13]([N:17]2[CH2:22][CH2:21][CH:20]([OH:23])[CH2:19][CH2:18]2)=[N:14][CH:15]=1)([C:4]([CH3:7])([CH3:6])[CH3:5])([CH3:3])[CH3:2], predict the reactants needed to synthesize it. The reactants are: [Si:1]([O:8][CH2:9][C:10]1[CH:11]=[CH:12][C:13](Cl)=[N:14][CH:15]=1)([C:4]([CH3:7])([CH3:6])[CH3:5])([CH3:3])[CH3:2].[NH:17]1[CH2:22][CH2:21][CH:20]([OH:23])[CH2:19][CH2:18]1.CC([O-])(C)C.[K+].